This data is from Peptide-MHC class I binding affinity with 185,985 pairs from IEDB/IMGT. The task is: Regression. Given a peptide amino acid sequence and an MHC pseudo amino acid sequence, predict their binding affinity value. This is MHC class I binding data. The peptide sequence is FLVRPQVPL. The MHC is HLA-B53:01 with pseudo-sequence HLA-B53:01. The binding affinity (normalized) is 0.00358.